Dataset: Reaction yield outcomes from USPTO patents with 853,638 reactions. Task: Predict the reaction yield, written as a fraction of the theoretical maximum amount of product (1.0 means a 100% yield; for example, 0.34 means a 34% yield). The reactants are C([O:8][C:9]1[CH:10]=[CH:11][C:12]2[CH2:18][CH:17]([NH:19][C:20]([N:22]3[CH2:27][CH2:26][CH:25]([N:28]4[CH2:37][C:36]5[C:31](=[CH:32][CH:33]=[CH:34][CH:35]=5)[NH:30][C:29]4=[O:38])[CH2:24][CH2:23]3)=[O:21])[C:16](=[O:39])[N:15]([CH3:40])[CH2:14][C:13]=2[CH:41]=1)C1C=CC=CC=1.[H][H]. The catalyst is CO.[Pd]. The product is [OH:8][C:9]1[CH:10]=[CH:11][C:12]2[CH2:18][CH:17]([NH:19][C:20]([N:22]3[CH2:27][CH2:26][CH:25]([N:28]4[CH2:37][C:36]5[C:31](=[CH:32][CH:33]=[CH:34][CH:35]=5)[NH:30][C:29]4=[O:38])[CH2:24][CH2:23]3)=[O:21])[C:16](=[O:39])[N:15]([CH3:40])[CH2:14][C:13]=2[CH:41]=1. The yield is 1.00.